Task: Predict the product of the given reaction.. Dataset: Forward reaction prediction with 1.9M reactions from USPTO patents (1976-2016) (1) Given the reactants [Cl:1][C:2]1[N:3]=[N:4][C:5]([Cl:9])=[CH:6][C:7]=1Cl.[Na+].[CH3:11][S:12]([O-:14])=[O:13], predict the reaction product. The product is: [Cl:1][C:2]1[N:3]=[N:4][C:5]([Cl:9])=[CH:6][C:7]=1[S:12]([CH3:11])(=[O:14])=[O:13]. (2) Given the reactants [CH3:1][O:2][C:3]([C:5]1[S:6][C:7]([C:11]2[CH:16]=[CH:15][CH:14]=[CH:13][CH:12]=2)=[CH:8][C:9]=1[NH2:10])=[O:4].O=[C:18]1[CH2:23][CH2:22][N:21]([C:24]([O:26][CH2:27][C:28]2[CH:33]=[CH:32][CH:31]=[CH:30][CH:29]=2)=[O:25])[CH2:20][CH2:19]1.C([Sn](Cl)(Cl)CCCC)CCC.C1([SiH3])C=CC=CC=1, predict the reaction product. The product is: [CH3:1][O:2][C:3]([C:5]1[S:6][C:7]([C:11]2[CH:16]=[CH:15][CH:14]=[CH:13][CH:12]=2)=[CH:8][C:9]=1[NH:10][CH:18]1[CH2:23][CH2:22][N:21]([C:24]([O:26][CH2:27][C:28]2[CH:29]=[CH:30][CH:31]=[CH:32][CH:33]=2)=[O:25])[CH2:20][CH2:19]1)=[O:4]. (3) Given the reactants [CH3:1][O:2][CH2:3][O:4][C:5]1[CH:6]=[C:7]([S:15][CH2:16][CH2:17][C:18](OC)=O)[CH:8]=[N:9][C:10]=1[O:11][CH2:12][O:13][CH3:14].[K].[O-]CCCC.BrC[C:30]1C=C[CH:33]=[C:32]([F:36])[CH:31]=1, predict the reaction product. The product is: [F:36][C:32]1[CH:33]=[C:17]([CH:18]=[CH:30][CH:31]=1)[CH2:16][S:15][C:7]1[CH:6]=[C:5]([O:4][CH2:3][O:2][CH3:1])[C:10]([O:11][CH2:12][O:13][CH3:14])=[N:9][CH:8]=1. (4) Given the reactants [N+:1]([C:4]1[CH:5]=[C:6]([C:10]2[CH2:14][CH:13]([CH2:15][CH2:16][CH2:17][CH:18]=O)[O:12][N:11]=2)[CH:7]=[CH:8][CH:9]=1)([O-:3])=[O:2].[C:20]1([CH:26]([C:33]2[CH:38]=[CH:37][CH:36]=[CH:35][CH:34]=2)[N:27]2[CH2:32][CH2:31][NH:30][CH2:29][CH2:28]2)[CH:25]=[CH:24][CH:23]=[CH:22][CH:21]=1.[BH-](OC(C)=O)(OC(C)=O)OC(C)=O.[Na+], predict the reaction product. The product is: [CH:26]([N:27]1[CH2:32][CH2:31][N:30]([CH2:18][CH2:17][CH2:16][CH2:15][CH:13]2[O:12][N:11]=[C:10]([C:6]3[CH:7]=[CH:8][CH:9]=[C:4]([N+:1]([O-:3])=[O:2])[CH:5]=3)[CH2:14]2)[CH2:29][CH2:28]1)([C:33]1[CH:38]=[CH:37][CH:36]=[CH:35][CH:34]=1)[C:20]1[CH:25]=[CH:24][CH:23]=[CH:22][CH:21]=1. (5) Given the reactants C(OC([N:8]1[CH2:11][CH:10]([N:12]2[C:16]3[CH:17]=[CH:18][C:19]([Cl:21])=[CH:20][C:15]=3[N:14]=[C:13]2[CH2:22]Cl)[CH2:9]1)=O)(C)(C)C.[CH3:24][S:25]([C:28]1[C:36]2[C:31](=[CH:32][N:33]=[CH:34][CH:35]=2)[NH:30][N:29]=1)(=[O:27])=[O:26], predict the reaction product. The product is: [NH:8]1[CH2:9][CH:10]([N:12]2[C:16]3[CH:17]=[CH:18][C:19]([Cl:21])=[CH:20][C:15]=3[N:14]=[C:13]2[CH2:22][N:30]2[C:31]3=[CH:32][N:33]=[CH:34][CH:35]=[C:36]3[C:28]([S:25]([CH3:24])(=[O:26])=[O:27])=[N:29]2)[CH2:11]1. (6) Given the reactants [C:1]([C:4]1[C:22](=[O:23])[C@@:8]2([CH3:24])[C:9]3[C:15]([OH:16])=[CH:14][C:13]([O:17][CH3:18])=[C:12]([C:19]([NH2:21])=[O:20])[C:10]=3[O:11][C:7]2=[CH:6][C:5]=1[OH:25])(=[O:3])[CH3:2].[C:26]1([CH:36]=O)[C:35]2[C:30](=[CH:31][CH:32]=[CH:33][CH:34]=2)[CH:29]=[CH:28][CH:27]=1.C([SiH](CC)CC)C.FC(F)(F)C(O)=O, predict the reaction product. The product is: [C:1]([C:4]1[C:22](=[O:23])[C@@:8]2([CH3:24])[C:9]3[C:15]([OH:16])=[CH:14][C:13]([O:17][CH3:18])=[C:12]([C:19]([NH:21][CH2:36][C:26]4[C:35]5[C:30](=[CH:31][CH:32]=[CH:33][CH:34]=5)[CH:29]=[CH:28][CH:27]=4)=[O:20])[C:10]=3[O:11][C:7]2=[CH:6][C:5]=1[OH:25])(=[O:3])[CH3:2].